This data is from Full USPTO retrosynthesis dataset with 1.9M reactions from patents (1976-2016). The task is: Predict the reactants needed to synthesize the given product. (1) The reactants are: C(OC([N:11]1[CH2:16][CH2:15][C:14]2([CH2:21][CH2:20][C:19](=[O:22])[CH:18]=[CH:17]2)[CH2:13][CH2:12]1)=O)C1C=CC=CC=1.[C:31](O[C:31]([O:33][C:34]([CH3:37])([CH3:36])[CH3:35])=[O:32])([O:33][C:34]([CH3:37])([CH3:36])[CH3:35])=[O:32].C(=O)([O-])[O-].[K+].[K+].CCCCCCC.C(OCC)(=O)C. Given the product [C:34]([O:33][C:31]([N:11]1[CH2:16][CH2:15][C:14]2([CH2:21][CH2:20][C:19](=[O:22])[CH2:18][CH2:17]2)[CH2:13][CH2:12]1)=[O:32])([CH3:35])([CH3:36])[CH3:37], predict the reactants needed to synthesize it. (2) Given the product [CH2:40]([O:39][C:34]1[CH:33]=[C:32]([C:31]([OH:42])=[O:30])[CH:37]=[CH:36][C:35]=1[C:9]1[CH:10]=[CH:11][C:12]([C:15]2[S:16][CH:17]=[CH:18][C:19]=2[NH:20][S:21]([CH:24]([CH3:25])[CH3:26])(=[O:22])=[O:23])=[CH:13][CH:14]=1)[CH3:41], predict the reactants needed to synthesize it. The reactants are: CC1(C)C(C)(C)OB([C:9]2[CH:14]=[CH:13][C:12]([C:15]3[S:16][CH:17]=[CH:18][C:19]=3[NH:20][S:21]([CH:24]([CH3:26])[CH3:25])(=[O:23])=[O:22])=[CH:11][CH:10]=2)O1.C([O:30][C:31](=[O:42])[C:32]1[CH:37]=[CH:36][C:35](I)=[C:34]([O:39][CH2:40][CH3:41])[CH:33]=1)C.COCCOC.C(O)C.C([O-])([O-])=O.[Na+].[Na+].O.[OH-].[Na+].Cl.CCCCCCC.CCCCCCC.CC(C)=O. (3) Given the product [CH3:21][C@H:9]1[CH2:10][C@@H:11]([C:14]2[CH:15]=[CH:20][CH:19]=[CH:18][CH:17]=2)[CH2:12][CH2:13][N:8]1[C:1]1[NH:38][C:46]2[C:41]([CH:40]=1)=[CH:42][C:43]([C:47]([NH2:32])=[O:49])=[CH:44][CH:45]=2, predict the reactants needed to synthesize it. The reactants are: [C:1]([N:8]1[CH2:13][CH2:12][CH:11]([CH2:14][C:15]2[CH:20]=[CH:19][CH:18]=[CH:17]C=2)[CH2:10][CH:9]1[CH3:21])(OC(C)(C)C)=O.FC(F)(F)C(O)=O.C([N:32](C(C)C)CC)(C)C.[NH:38]1[C:46]2[C:41](=[CH:42][C:43]([C:47]([OH:49])=O)=[CH:44][CH:45]=2)[CH:40]=C1.CCN=C=NCCCN(C)C. (4) Given the product [CH3:24][C:12]1[N:13]([CH2:26][C:27]([O:29][CH2:30][CH3:31])=[O:28])[C:14]2[C:19]([C:11]=1[S:10][C:7]1[CH:8]=[CH:9][C:4]([CH3:33])=[CH:5][CH:6]=1)=[CH:18][CH:17]=[C:16]([S:20]([CH3:23])(=[O:22])=[O:21])[CH:15]=2, predict the reactants needed to synthesize it. The reactants are: [H-].[Na+].Cl[C:4]1[CH:9]=[CH:8][C:7]([S:10][C:11]2[C:19]3[C:14](=[CH:15][C:16]([S:20]([CH3:23])(=[O:22])=[O:21])=[CH:17][CH:18]=3)[NH:13][C:12]=2[CH3:24])=[CH:6][CH:5]=1.Br[CH2:26][C:27]([O:29][CH2:30][CH3:31])=[O:28].O1CCC[CH2:33]1. (5) Given the product [ClH:28].[C:19]([C:16]1[CH:17]=[C:18]2[C:13]([C:12](=[O:25])[N:11]3[CH2:26][CH2:27][NH:8][CH2:9][C@H:10]32)=[C:14]([C:21]([F:23])([F:24])[F:22])[CH:15]=1)#[CH:20], predict the reactants needed to synthesize it. The reactants are: C(OC([N:8]1[CH2:27][CH2:26][N:11]2[C:12](=[O:25])[C:13]3[C:18]([C@@H:10]2[CH2:9]1)=[CH:17][C:16]([C:19]#[CH:20])=[CH:15][C:14]=3[C:21]([F:24])([F:23])[F:22])=O)(C)(C)C.[ClH:28]. (6) The reactants are: CS[C:3]1[NH:12][C:11](=[O:13])[C:10]2[CH2:9][CH2:8][CH2:7][CH2:6][C:5]=2[N:4]=1.[F:14][C:15]1[CH:20]=[CH:19][C:18]([N:21]2[CH2:26][CH2:25][NH:24][CH2:23][CH2:22]2)=[CH:17][CH:16]=1. Given the product [F:14][C:15]1[CH:16]=[CH:17][C:18]([N:21]2[CH2:26][CH2:25][N:24]([C:3]3[NH:12][C:11](=[O:13])[C:10]4[CH2:9][CH2:8][CH2:7][CH2:6][C:5]=4[N:4]=3)[CH2:23][CH2:22]2)=[CH:19][CH:20]=1, predict the reactants needed to synthesize it.